Dataset: Forward reaction prediction with 1.9M reactions from USPTO patents (1976-2016). Task: Predict the product of the given reaction. (1) Given the reactants [OH:1][CH:2]([C:15]1[CH:20]=[CH:19][C:18]([C:21]2[N:25]=[C:24]([C:26]3[C:30]([CH2:31][CH2:32][CH3:33])=[C:29]([C:34]4[CH:39]=[CH:38][CH:37]=[CH:36][CH:35]=4)[O:28][N:27]=3)[O:23][N:22]=2)=[CH:17][CH:16]=1)[CH2:3][N:4]1[CH2:7][CH:6]([C:8]([O:10]C(C)(C)C)=[O:9])[CH2:5]1.C(O)(C(F)(F)F)=O, predict the reaction product. The product is: [OH:1][CH:2]([C:15]1[CH:16]=[CH:17][C:18]([C:21]2[N:25]=[C:24]([C:26]3[C:30]([CH2:31][CH2:32][CH3:33])=[C:29]([C:34]4[CH:35]=[CH:36][CH:37]=[CH:38][CH:39]=4)[O:28][N:27]=3)[O:23][N:22]=2)=[CH:19][CH:20]=1)[CH2:3][N:4]1[CH2:5][CH:6]([C:8]([OH:10])=[O:9])[CH2:7]1. (2) The product is: [O:13]=[C:9]1[CH2:10][CH2:11][CH2:12][N:8]1[C:5]1[CH:6]=[CH:7][C:2]([NH:1][C:24](=[O:25])[O:26][CH2:27][C:28]2[CH:33]=[CH:32][CH:31]=[CH:30][CH:29]=2)=[CH:3][CH:4]=1. Given the reactants [NH2:1][C:2]1[CH:7]=[CH:6][C:5]([N:8]2[CH2:12][CH2:11][CH2:10][C:9]2=[O:13])=[CH:4][CH:3]=1.CN(C)C1C=CC=CC=1.Cl[C:24]([O:26][CH2:27][C:28]1[CH:33]=[CH:32][CH:31]=[CH:30][CH:29]=1)=[O:25].C(OCC)(=O)C, predict the reaction product. (3) Given the reactants [CH:1]([CH:3]1[CH2:8][CH2:7][CH2:6][N:5]([C:9]2[N:10]=[C:11]3[CH:25]=[C:24]([CH2:26][CH2:27][C:28]4[S:29][CH:30]=[C:31]([CH:33]([CH3:35])[CH3:34])[N:32]=4)[CH:23]=[CH:22][N:12]3[C:13](=O)[C:14]=2/[CH:15]=[CH:16]/[C:17]([O:19][CH3:20])=[O:18])[CH2:4]1)=[O:2], predict the reaction product. The product is: [CH:1]([CH:3]1[CH2:8][CH2:7][CH2:6][N:5]([C:9]2[N:10]=[C:11]3[CH:25]=[C:24]([CH2:26][CH2:27][C:28]4[S:29][CH:30]=[C:31]([CH:33]([CH3:35])[CH3:34])[N:32]=4)[CH:23]=[CH:22][N:12]3[CH2:13][C:14]=2[CH2:15][CH2:16][C:17]([O:19][CH3:20])=[O:18])[CH2:4]1)=[O:2]. (4) Given the reactants [Br:1][C:2]1[CH:3]=[CH:4][C:5]([N:12]2[C:24]3[CH:23]=[CH:22][CH:21]=[CH:20][C:19]=3[C:18]3[C:13]2=[CH:14][CH:15]=[CH:16][CH:17]=3)=[C:6]([C:8](O)([CH3:10])[CH3:9])[CH:7]=1.CS(O)(=O)=O.O, predict the reaction product. The product is: [Br:1][C:2]1[CH:3]=[CH:4][C:5]2[N:12]3[C:24]4[CH:23]=[CH:22][CH:21]=[CH:20][C:19]=4[C:18]4[CH:17]=[CH:16][CH:15]=[C:14]([C:8]([CH3:10])([CH3:9])[C:6]=2[CH:7]=1)[C:13]3=4. (5) Given the reactants Cl.[CH3:2][C:3]([NH:15][CH2:16][C:17]([C:19]1[CH:39]=[CH:38][C:22]2[O:23]C(C3C=CC=CC=3)(C3C=CC=CC=3)[O:25][C:21]=2[C:20]=1[O:40][CH3:41])=[O:18])([CH3:14])[CH2:4][C:5]1[C:10]([CH3:11])=[CH:9][C:8]([CH3:12])=[CH:7][C:6]=1[CH3:13], predict the reaction product. The product is: [OH:25][C:21]1[C:20]([O:40][CH3:41])=[C:19]([C:17](=[O:18])[CH2:16][NH:15][C:3]([CH3:2])([CH3:14])[CH2:4][C:5]2[C:10]([CH3:11])=[CH:9][C:8]([CH3:12])=[CH:7][C:6]=2[CH3:13])[CH:39]=[CH:38][C:22]=1[OH:23]. (6) Given the reactants Cl[C:2]1[CH:7]=[C:6]([C:8]2[NH:17][C:11]3[N:12]=[CH:13][NH:14][C:15](=[O:16])[C:10]=3[CH:9]=2)[CH:5]=[CH:4][N:3]=1.[F:18][C:19]1[CH:31]=[C:30](/[CH:32]=[CH:33]/B2OC(C)(C)C(C)(C)O2)[CH:29]=[CH:28][C:20]=1[CH2:21][N:22]1[CH2:27][CH2:26][O:25][CH2:24][CH2:23]1, predict the reaction product. The product is: [F:18][C:19]1[CH:31]=[C:30](/[CH:32]=[CH:33]/[C:2]2[CH:7]=[C:6]([C:8]3[NH:17][C:11]4[N:12]=[CH:13][NH:14][C:15](=[O:16])[C:10]=4[CH:9]=3)[CH:5]=[CH:4][N:3]=2)[CH:29]=[CH:28][C:20]=1[CH2:21][N:22]1[CH2:27][CH2:26][O:25][CH2:24][CH2:23]1.